The task is: Predict the product of the given reaction.. This data is from Forward reaction prediction with 1.9M reactions from USPTO patents (1976-2016). (1) Given the reactants Cl[C:2]1[N:7]=[C:6]([O:8][C:9]2[CH:35]=[CH:34][CH:33]=[CH:32][C:10]=2[CH2:11][NH:12][C:13]([NH:15][C:16]2[N:20]([C:21]3[CH:26]=[CH:25][C:24]([CH3:27])=[CH:23][CH:22]=3)[N:19]=[C:18]([C:28]([CH3:31])([CH3:30])[CH3:29])[CH:17]=2)=[O:14])[CH:5]=[CH:4][N:3]=1.[CH2:36]([N:38]([CH2:43][CH3:44])[CH2:39][CH2:40][CH2:41][NH2:42])[CH3:37].C(=O)([O-])[O-].[Na+].[Na+], predict the reaction product. The product is: [CH2:36]([N:38]([CH2:43][CH3:44])[CH2:39][CH2:40][CH2:41][NH:42][C:2]1[N:7]=[C:6]([O:8][C:9]2[CH:35]=[CH:34][CH:33]=[CH:32][C:10]=2[CH2:11][NH:12][C:13]([NH:15][C:16]2[N:20]([C:21]3[CH:22]=[CH:23][C:24]([CH3:27])=[CH:25][CH:26]=3)[N:19]=[C:18]([C:28]([CH3:30])([CH3:29])[CH3:31])[CH:17]=2)=[O:14])[CH:5]=[CH:4][N:3]=1)[CH3:37]. (2) Given the reactants [F:1][C:2]1[CH:3]=[C:4]2[C:8](=[CH:9][CH:10]=1)[NH:7][C:6](=[O:11])/[C:5]/2=[CH:12]\[C:13]1[NH:17][C:16]([CH3:18])=[C:15]([C:19]([OH:21])=[O:20])[C:14]=1[CH3:22].CCN(C(C)C)C(C)C.CN(C(O[N:40]1[N:48]=[N:47][C:42]2[CH:43]=[CH:44][CH:45]=[N:46][C:41]1=2)=[N+](C)C)C.F[P-](F)(F)(F)(F)F, predict the reaction product. The product is: [F:1][C:2]1[CH:3]=[C:4]2[C:8](=[CH:9][CH:10]=1)[NH:7][C:6](=[O:11])/[C:5]/2=[CH:12]\[C:13]1[NH:17][C:16]([CH3:18])=[C:15]([C:19]([O:21][N:40]2[C:41]3=[N:46][CH:45]=[CH:44][CH:43]=[C:42]3[N:47]=[N:48]2)=[O:20])[C:14]=1[CH3:22]. (3) Given the reactants FC(F)(F)[C:3]1[CH:4]=[C:5]([NH:9][C:10](=[O:29])[NH:11][C:12]2[CH:17]=[CH:16][C:15]([C:18]3[S:22][C:21]([CH2:23]CC(OC)=O)=[N:20][CH:19]=3)=[CH:14][CH:13]=2)[CH:6]=[CH:7][CH:8]=1.NC1C=CC(C2SC(C3[CH2:49][CH2:48][CH:47]([C:50]([O:52][CH3:53])=[O:51])[CH2:46][CH2:45]3)=NC=2)=CC=1.N(C1CCCCC1)=C=O, predict the reaction product. The product is: [CH:5]1([NH:9][C:10](=[O:29])[NH:11][C:12]2[CH:13]=[CH:14][C:15]([C:18]3[S:22][C:21]([CH:23]4[CH2:49][CH2:48][CH:47]([C:50]([O:52][CH3:53])=[O:51])[CH2:46][CH2:45]4)=[N:20][CH:19]=3)=[CH:16][CH:17]=2)[CH2:4][CH2:3][CH2:8][CH2:7][CH2:6]1.